This data is from Full USPTO retrosynthesis dataset with 1.9M reactions from patents (1976-2016). The task is: Predict the reactants needed to synthesize the given product. (1) The reactants are: [CH3:1][C:2](=[CH:4][CH2:5][CH2:6][C@H:7]([C@@H:9]1[C@:26]2([CH3:27])[C@H:12]([C:13]3[C@H:23]([CH2:24][CH2:25]2)[C@:21]2([CH3:22])[C:16]([CH2:17][C@@H:18]([OH:28])[CH2:19][CH2:20]2)=[CH:15][CH:14]=3)[CH2:11][CH2:10]1)[CH3:8])[CH3:3].C1(=O)CCCCC1.CC(C)[O-].[Al+3].CC(C)[O-].CC(C)[O-].O. Given the product [CH3:1][C:2](=[CH:4][CH2:5][CH2:6][C@H:7]([C@@H:9]1[C@:26]2([CH3:27])[C@H:12]([C:13]3[C@H:23]([CH2:24][CH2:25]2)[C@:21]2([CH3:22])[C:16](=[CH:17][C:18](=[O:28])[CH2:19][CH2:20]2)[CH2:15][CH:14]=3)[CH2:11][CH2:10]1)[CH3:8])[CH3:3], predict the reactants needed to synthesize it. (2) Given the product [ClH:1].[N:23]1[CH:22]=[CH:21][C:20]([C:17]2[S:16][C:15]([N:12]3[CH2:11][CH2:10][NH:9][CH2:14][CH2:13]3)=[N:19][CH:18]=2)=[CH:25][CH:24]=1, predict the reactants needed to synthesize it. The reactants are: [ClH:1].C(OC([N:9]1[CH2:14][CH2:13][N:12]([C:15]2[S:16][C:17]([C:20]3[CH:25]=[CH:24][N:23]=[CH:22][CH:21]=3)=[CH:18][N:19]=2)[CH2:11][CH2:10]1)=O)(C)(C)C. (3) Given the product [N:1]1([CH2:6][CH:7]2[CH2:12][CH2:11][N:10]([C:13]3[CH:20]=[CH:19][CH:18]=[C:15]([CH2:16][N:21]4[CH2:25][CH2:24][CH2:23][CH2:22]4)[CH:14]=3)[CH2:9][CH2:8]2)[CH2:5][CH2:4][CH2:3][CH2:2]1, predict the reactants needed to synthesize it. The reactants are: [N:1]1([CH2:6][CH:7]2[CH2:12][CH2:11][N:10]([C:13]3[CH:14]=[C:15]([CH:18]=[CH:19][CH:20]=3)[CH:16]=O)[CH2:9][CH2:8]2)[CH2:5][CH2:4][CH2:3][CH2:2]1.[NH:21]1[CH2:25][CH2:24][CH2:23][CH2:22]1. (4) Given the product [N:3]1[CH:4]=[CH:5][CH:6]=[N:7][C:2]=1[C:13]1[CH:14]=[CH:15][C:10]([CH:8]=[O:9])=[CH:11][CH:12]=1, predict the reactants needed to synthesize it. The reactants are: Br[C:2]1[N:7]=[CH:6][CH:5]=[CH:4][N:3]=1.[CH:8]([C:10]1[CH:15]=[CH:14][C:13](B(O)O)=[CH:12][CH:11]=1)=[O:9].C(=O)(O)[O-].[Na+]. (5) The reactants are: [CH2:1]([C:3]([OH:9])([CH2:7][CH3:8])[C:4]([OH:6])=[O:5])[CH3:2].S(=O)(=O)(O)O.[CH3:15]O. Given the product [CH2:1]([C:3]([OH:9])([CH2:7][CH3:8])[C:4]([O:6][CH3:15])=[O:5])[CH3:2], predict the reactants needed to synthesize it. (6) Given the product [Br:1][C:2]1[CH:3]=[CH:4][C:5]([S:8]([N:11]2[CH2:12][CH2:13][C:14]3([NH:22][CH2:31][C:32](=[O:33])[N:18]([CH:19]4[CH2:20][CH2:21]4)[CH2:17]3)[CH2:15][CH2:16]2)(=[O:9])=[O:10])=[CH:6][CH:7]=1, predict the reactants needed to synthesize it. The reactants are: [Br:1][C:2]1[CH:7]=[CH:6][C:5]([S:8]([N:11]2[CH2:16][CH2:15][C:14]([NH:22]C(=O)OC(C)(C)C)([CH2:17][NH:18][CH:19]3[CH2:21][CH2:20]3)[CH2:13][CH2:12]2)(=[O:10])=[O:9])=[CH:4][CH:3]=1.Cl[CH2:31][C:32](Cl)=[O:33].CCN(C(C)C)C(C)C.Cl. (7) Given the product [OH:35][C@H:36]([C:47]1[CH:56]=[CH:55][C:50]2[C:51](=[O:54])[O:52][CH2:53][C:49]=2[C:48]=1[CH3:57])[CH2:37][N:38]1[CH2:46][CH:45]2[CH:40]([CH2:41][N:42]([C:9]([C:6]3[N:7]=[CH:8][C:3]([C:1]#[N:2])=[CH:4][CH:5]=3)=[O:11])[CH2:43][CH2:44]2)[CH2:39]1, predict the reactants needed to synthesize it. The reactants are: [C:1]([C:3]1[CH:4]=[CH:5][C:6]([C:9]([OH:11])=O)=[N:7][CH:8]=1)#[N:2].CN(C(ON1N=NC2C=CC=CC1=2)=[N+](C)C)C.[B-](F)(F)(F)F.Cl.[OH:35][C@H:36]([C:47]1[CH:56]=[CH:55][C:50]2[C:51](=[O:54])[O:52][CH2:53][C:49]=2[C:48]=1[CH3:57])[CH2:37][N:38]1[CH2:46][CH:45]2[CH:40]([CH2:41][NH:42][CH2:43][CH2:44]2)[CH2:39]1.CCN(C(C)C)C(C)C.